From a dataset of Peptide-MHC class II binding affinity with 134,281 pairs from IEDB. Regression. Given a peptide amino acid sequence and an MHC pseudo amino acid sequence, predict their binding affinity value. This is MHC class II binding data. The peptide sequence is AGSYAADLGYGPATP. The MHC is DRB3_0202 with pseudo-sequence DRB3_0202. The binding affinity (normalized) is 0.320.